Dataset: Catalyst prediction with 721,799 reactions and 888 catalyst types from USPTO. Task: Predict which catalyst facilitates the given reaction. The catalyst class is: 41. Reactant: [OH:1][C:2]1[CH:3]=[C:4]2[C:8](=[CH:9][CH:10]=1)[NH:7][C:6](=[O:11])[CH2:5]2.C1CCN2C(=NCCC2)CC1.Br[CH2:24][C:25]([O:27][CH2:28][CH3:29])=[O:26]. Product: [O:11]=[C:6]1[CH2:5][C:4]2[C:8](=[CH:9][CH:10]=[C:2]([O:1][CH2:24][C:25]([O:27][CH2:28][CH3:29])=[O:26])[CH:3]=2)[NH:7]1.